From a dataset of Full USPTO retrosynthesis dataset with 1.9M reactions from patents (1976-2016). Predict the reactants needed to synthesize the given product. Given the product [NH:9]1[CH2:8][CH2:7][C:6](=[C:5]2[CH:2]=[CH:21][CH:20]=[C:19]([O:41][C:22]3[CH:27]=[CH:26][CH:25]=[CH:24][CH:23]=3)[CH:4]2[CH3:3])[CH2:11][CH2:10]1, predict the reactants needed to synthesize it. The reactants are: O[C:2]1[CH:3]=[C:4]([CH:19]=[CH:20][CH:21]=1)[CH:5]=[C:6]1[CH2:11][CH2:10][N:9](C(OC(C)(C)C)=O)[CH2:8][CH2:7]1.[C:22]1(B(O)O)[CH:27]=[CH:26][CH:25]=[CH:24][CH:23]=1.C(N(CC)CC)C.FC(F)(F)C(O)=[O:41].